Task: Regression. Given two drug SMILES strings and cell line genomic features, predict the synergy score measuring deviation from expected non-interaction effect.. Dataset: NCI-60 drug combinations with 297,098 pairs across 59 cell lines Drug 1: C(=O)(N)NO. Drug 2: C1CN(CCN1C(=O)CCBr)C(=O)CCBr. Cell line: COLO 205. Synergy scores: CSS=19.2, Synergy_ZIP=-10.2, Synergy_Bliss=1.74, Synergy_Loewe=-2.32, Synergy_HSA=0.583.